From a dataset of Reaction yield outcomes from USPTO patents with 853,638 reactions. Predict the reaction yield, written as a fraction of the theoretical maximum amount of product (1.0 means a 100% yield; for example, 0.34 means a 34% yield). The yield is 0.540. The reactants are [F:1][C:2]([F:16])([F:15])[C:3]1[CH:14]=[CH:13][C:6]([CH2:7][CH:8]([C:11]#[N:12])[C:9]#[N:10])=[CH:5][CH:4]=1.[H-].[Na+].I[CH2:20][CH2:21][C:22]([F:28])([F:27])[C:23]([F:26])([F:25])[F:24]. The product is [F:27][C:22]([F:28])([C:23]([F:26])([F:25])[F:24])[CH2:21][CH2:20][C:8]([CH2:7][C:6]1[CH:5]=[CH:4][C:3]([C:2]([F:15])([F:16])[F:1])=[CH:14][CH:13]=1)([C:11]#[N:12])[C:9]#[N:10]. The catalyst is CN(C)C=O.